The task is: Regression. Given a peptide amino acid sequence and an MHC pseudo amino acid sequence, predict their binding affinity value. This is MHC class I binding data.. This data is from Peptide-MHC class I binding affinity with 185,985 pairs from IEDB/IMGT. (1) The peptide sequence is WTVNDIQKL. The MHC is HLA-A68:02 with pseudo-sequence HLA-A68:02. The binding affinity (normalized) is 0.214. (2) The peptide sequence is QFAGGSFDF. The MHC is HLA-A02:01 with pseudo-sequence HLA-A02:01. The binding affinity (normalized) is 0.0847. (3) The peptide sequence is SRALLLNKY. The MHC is HLA-B27:05 with pseudo-sequence HLA-B27:05. The binding affinity (normalized) is 0.465. (4) The peptide sequence is VALMLQGNK. The MHC is HLA-A02:02 with pseudo-sequence HLA-A02:02. The binding affinity (normalized) is 0. (5) The peptide sequence is KVCRTLLAK. The MHC is HLA-B35:01 with pseudo-sequence HLA-B35:01. The binding affinity (normalized) is 0.0847. (6) The peptide sequence is AQPKCNPNL. The MHC is HLA-A24:02 with pseudo-sequence HLA-A24:02. The binding affinity (normalized) is 0.131. (7) The peptide sequence is IGTSMKDVL. The MHC is H-2-Kb with pseudo-sequence H-2-Kb. The binding affinity (normalized) is 0.0119. (8) The peptide sequence is SMQKFGER. The binding affinity (normalized) is 0.0641. The MHC is H-2-Db with pseudo-sequence H-2-Db. (9) The peptide sequence is TQSPVSVGF. The MHC is HLA-B58:01 with pseudo-sequence HLA-B58:01. The binding affinity (normalized) is 0.213.